From a dataset of Catalyst prediction with 721,799 reactions and 888 catalyst types from USPTO. Predict which catalyst facilitates the given reaction. Reactant: [CH:1]1([N:7]([CH:19]2[CH2:24][CH2:23][CH2:22][CH2:21][CH2:20]2)[C:8](=[O:18])[NH:9][C:10]2[S:11][C:12]([C:15](O)=[O:16])=[CH:13][N:14]=2)[CH2:6][CH2:5][CH2:4][CH2:3][CH2:2]1.[N:25]1([C:31](=[O:39])[CH2:32][N:33]2[CH2:38][CH2:37][NH:36][CH2:35][CH2:34]2)[CH2:30][CH2:29][O:28][CH2:27][CH2:26]1.CN(C(ON1N=NC2C=CC=CC1=2)=[N+](C)C)C.F[P-](F)(F)(F)(F)F.CCN(C(C)C)C(C)C. Product: [CH:19]1([N:7]([CH:1]2[CH2:6][CH2:5][CH2:4][CH2:3][CH2:2]2)[C:8]([NH:9][C:10]2[S:11][C:12]([C:15]([N:36]3[CH2:37][CH2:38][N:33]([CH2:32][C:31]([N:25]4[CH2:26][CH2:27][O:28][CH2:29][CH2:30]4)=[O:39])[CH2:34][CH2:35]3)=[O:16])=[CH:13][N:14]=2)=[O:18])[CH2:24][CH2:23][CH2:22][CH2:21][CH2:20]1. The catalyst class is: 329.